This data is from Catalyst prediction with 721,799 reactions and 888 catalyst types from USPTO. The task is: Predict which catalyst facilitates the given reaction. (1) Reactant: Br[C:2]1[CH:7]=[CH:6][C:5]([N:8]2[C:12]([NH2:13])=[CH:11][C:10]([C:14]([CH3:17])([CH3:16])[CH3:15])=[N:9]2)=[CH:4][CH:3]=1.CC1(C)C2C(=C(P(C3C=CC=CC=3)C3C=CC=CC=3)C=CC=2)OC2C(P(C3C=CC=CC=3)C3C=CC=CC=3)=CC=CC1=2.[O-]P([O-])([O-])=O.[K+].[K+].[K+].O.[PH:69]1(=[O:74])[CH2:73][CH2:72][CH2:71][CH2:70]1. Product: [NH2:13][C:12]1[N:8]([C:5]2[CH:6]=[CH:7][C:2]([P:69]3(=[O:74])[CH2:73][CH2:72][CH2:71][CH2:70]3)=[CH:3][CH:4]=2)[N:9]=[C:10]([C:14]([CH3:17])([CH3:16])[CH3:15])[CH:11]=1. The catalyst class is: 274. (2) Reactant: [CH2:1]([O:8][C:9]1[CH:10]=[C:11]([O:29][C:30]2[CH:35]=[CH:34][C:33]([S:36]([CH3:39])(=[O:38])=[O:37])=[CH:32][CH:31]=2)[CH:12]=[C:13]2[C:17]=1[NH:16][C:15]([C:18]([NH:20][NH:21][C:22](=O)[C:23]([O:25][CH2:26][CH3:27])=[O:24])=O)=[CH:14]2)[C:2]1[CH:7]=[CH:6][CH:5]=[CH:4][CH:3]=1.COC1C=CC(P2(SP(C3C=CC(OC)=CC=3)(=S)S2)=[S:49])=CC=1. Product: [CH2:1]([O:8][C:9]1[CH:10]=[C:11]([O:29][C:30]2[CH:35]=[CH:34][C:33]([S:36]([CH3:39])(=[O:37])=[O:38])=[CH:32][CH:31]=2)[CH:12]=[C:13]2[C:17]=1[NH:16][C:15]([C:18]1[S:49][C:22]([C:23]([O:25][CH2:26][CH3:27])=[O:24])=[N:21][N:20]=1)=[CH:14]2)[C:2]1[CH:3]=[CH:4][CH:5]=[CH:6][CH:7]=1. The catalyst class is: 7. (3) Reactant: Br[C:2]1[CH:3]=[C:4]([CH2:7][C@@H:8]([C:20]([O:22][C:23]([CH3:26])([CH3:25])[CH3:24])=[O:21])[NH:9][C:10]([C:12]2[C:17]([Cl:18])=[CH:16][CH:15]=[CH:14][C:13]=2[Cl:19])=[O:11])[S:5][CH:6]=1.[CH3:48][C:47]1[C:46](P([C:42]2[C:47]([CH3:48])=[CH:46][CH:45]=[CH:44][CH:43]=2)[C:46]2[C:47]([CH3:48])=[CH:42][CH:43]=[CH:44][CH:45]=2)=[CH:45][CH:44]=[CH:43][CH:42]=1.C(C1N=C([CH2:58][NH:59][C:60](=[O:66])[O:61][C:62]([CH3:65])([CH3:64])[CH3:63])C=CC=1)C=C.[C:67](#[N:69])C. Product: [C:62]([O:61][C:60]([N:59]([CH3:58])[C:67]1[N:69]=[C:45]([CH2:46]/[CH:47]=[CH:48]/[C:2]2[CH:3]=[C:4]([CH2:7][C@@H:8]([C:20]([O:22][C:23]([CH3:26])([CH3:25])[CH3:24])=[O:21])[NH:9][C:10]([C:12]3[C:17]([Cl:18])=[CH:16][CH:15]=[CH:14][C:13]=3[Cl:19])=[O:11])[S:5][CH:6]=2)[CH:44]=[CH:43][CH:42]=1)=[O:66])([CH3:63])([CH3:64])[CH3:65]. The catalyst class is: 167. (4) Reactant: [CH3:1][O:2][C:3]1[N:8]=[C:7]([O:9][CH:10]2[CH2:27][CH:26]3[CH:12]([C:13](=[O:33])[N:14]([CH3:32])[CH2:15][CH2:16][CH2:17][CH2:18][CH:19]=[CH:20][CH:21]4[C:23]([C:29](O)=[O:30])([NH:24][C:25]3=[O:28])[CH2:22]4)[CH2:11]2)[CH:6]=[C:5]([C:34]2[CH:39]=[CH:38][CH:37]=[CH:36][CH:35]=2)[N:4]=1.CCN=C=NCCCN(C)C.[CH3:51][C:52]1([S:55]([NH2:58])(=[O:57])=[O:56])[CH2:54][CH2:53]1.C1CCN2C(=NCCC2)CC1.C(O)(=O)CC(CC(O)=O)(C(O)=O)O. Product: [CH3:1][O:2][C:3]1[N:8]=[C:7]([O:9][CH:10]2[CH2:27][CH:26]3[CH:12]([C:13](=[O:33])[N:14]([CH3:32])[CH2:15][CH2:16][CH2:17][CH2:18][CH:19]=[CH:20][CH:21]4[C:23]([C:29]([NH:58][S:55]([C:52]5([CH3:51])[CH2:54][CH2:53]5)(=[O:57])=[O:56])=[O:30])([NH:24][C:25]3=[O:28])[CH2:22]4)[CH2:11]2)[CH:6]=[C:5]([C:34]2[CH:35]=[CH:36][CH:37]=[CH:38][CH:39]=2)[N:4]=1. The catalyst class is: 2. (5) Reactant: C1(S([CH2:10][C:11]2[C:12]([N+:24]([O-:26])=[O:25])=[N:13][C:14]([CH:19]3[O:23][CH2:22][CH2:21][O:20]3)=[C:15]([O:17][CH3:18])[CH:16]=2)(=O)=O)C=CC=CC=1.Br[CH2:28][C:29]([O:31][CH2:32][CH3:33])=[O:30].CC(C)([O-])C.[K+]. Product: [CH2:32]([O:31][C:29](=[O:30])[CH:28]=[CH:10][C:11]1[C:12]([N+:24]([O-:26])=[O:25])=[N:13][C:14]([CH:19]2[O:20][CH2:21][CH2:22][O:23]2)=[C:15]([O:17][CH3:18])[CH:16]=1)[CH3:33]. The catalyst class is: 8.